This data is from NCI-60 drug combinations with 297,098 pairs across 59 cell lines. The task is: Regression. Given two drug SMILES strings and cell line genomic features, predict the synergy score measuring deviation from expected non-interaction effect. (1) Drug 1: CCC1=CC2CC(C3=C(CN(C2)C1)C4=CC=CC=C4N3)(C5=C(C=C6C(=C5)C78CCN9C7C(C=CC9)(C(C(C8N6C)(C(=O)OC)O)OC(=O)C)CC)OC)C(=O)OC.C(C(C(=O)O)O)(C(=O)O)O. Drug 2: COC1=C2C(=CC3=C1OC=C3)C=CC(=O)O2. Cell line: KM12. Synergy scores: CSS=47.7, Synergy_ZIP=7.31, Synergy_Bliss=11.3, Synergy_Loewe=-35.0, Synergy_HSA=0.477. (2) Drug 1: CC1CCC2CC(C(=CC=CC=CC(CC(C(=O)C(C(C(=CC(C(=O)CC(OC(=O)C3CCCCN3C(=O)C(=O)C1(O2)O)C(C)CC4CCC(C(C4)OC)OCCO)C)C)O)OC)C)C)C)OC. Drug 2: CC12CCC3C(C1CCC2O)C(CC4=C3C=CC(=C4)O)CCCCCCCCCS(=O)CCCC(C(F)(F)F)(F)F. Cell line: IGROV1. Synergy scores: CSS=34.5, Synergy_ZIP=20.6, Synergy_Bliss=24.1, Synergy_Loewe=23.4, Synergy_HSA=23.5. (3) Drug 1: C1=CC=C(C=C1)NC(=O)CCCCCCC(=O)NO. Drug 2: C(=O)(N)NO. Cell line: OVCAR-4. Synergy scores: CSS=6.48, Synergy_ZIP=-3.79, Synergy_Bliss=-3.11, Synergy_Loewe=-8.10, Synergy_HSA=-3.23. (4) Drug 1: CC12CCC(CC1=CCC3C2CCC4(C3CC=C4C5=CN=CC=C5)C)O. Drug 2: C1=CN(C(=O)N=C1N)C2C(C(C(O2)CO)O)O.Cl. Cell line: HS 578T. Synergy scores: CSS=1.46, Synergy_ZIP=-5.04, Synergy_Bliss=-1.92, Synergy_Loewe=-21.2, Synergy_HSA=-3.76. (5) Drug 1: CCCCCOC(=O)NC1=NC(=O)N(C=C1F)C2C(C(C(O2)C)O)O. Drug 2: COC1=C2C(=CC3=C1OC=C3)C=CC(=O)O2. Cell line: SF-539. Synergy scores: CSS=1.63, Synergy_ZIP=-1.41, Synergy_Bliss=-1.83, Synergy_Loewe=-0.789, Synergy_HSA=-2.56. (6) Drug 1: CCCS(=O)(=O)NC1=C(C(=C(C=C1)F)C(=O)C2=CNC3=C2C=C(C=N3)C4=CC=C(C=C4)Cl)F. Drug 2: C1CC(=O)NC(=O)C1N2CC3=C(C2=O)C=CC=C3N. Cell line: HCC-2998. Synergy scores: CSS=-13.4, Synergy_ZIP=8.58, Synergy_Bliss=0.345, Synergy_Loewe=-11.0, Synergy_HSA=-11.6.